Task: Predict the product of the given reaction.. Dataset: Forward reaction prediction with 1.9M reactions from USPTO patents (1976-2016) (1) Given the reactants [CH3:1][CH:2]([N:4]1[CH2:9][CH2:8][CH:7]([O:10][C:11]2[CH:16]=[CH:15][C:14]([CH:17]3[CH2:22][CH2:21][N:20](C(OCC4C=CC=CC=4)=O)[CH2:19][CH2:18]3)=[CH:13][CH:12]=2)[CH2:6][CH2:5]1)[CH3:3], predict the reaction product. The product is: [CH3:3][CH:2]([N:4]1[CH2:5][CH2:6][CH:7]([O:10][C:11]2[CH:16]=[CH:15][C:14]([CH:17]3[CH2:22][CH2:21][NH:20][CH2:19][CH2:18]3)=[CH:13][CH:12]=2)[CH2:8][CH2:9]1)[CH3:1]. (2) Given the reactants [CH3:1][C:2]([C:4]1[N:26]([S:27]([C:30]2[CH:35]=[CH:34][CH:33]=[CH:32][CH:31]=2)(=[O:29])=[O:28])[C:7]2=[N:8][CH:9]=[CH:10][C:11]([C:12]3[CH:17]=[CH:16][C:15]([S:18]([N:21]4[CH2:25][CH2:24][CH2:23][CH2:22]4)(=[O:20])=[O:19])=[CH:14][CH:13]=3)=[C:6]2[CH:5]=1)=[CH2:3], predict the reaction product. The product is: [CH3:3][CH:2]([C:4]1[N:26]([S:27]([C:30]2[CH:31]=[CH:32][CH:33]=[CH:34][CH:35]=2)(=[O:28])=[O:29])[C:7]2=[N:8][CH:9]=[CH:10][C:11]([C:12]3[CH:13]=[CH:14][C:15]([S:18]([N:21]4[CH2:25][CH2:24][CH2:23][CH2:22]4)(=[O:19])=[O:20])=[CH:16][CH:17]=3)=[C:6]2[CH:5]=1)[CH3:1]. (3) Given the reactants [Cl:1][C:2]1[CH:3]=[C:4]2[C:8](=[C:9]([C:11]([OH:13])=O)[CH:10]=1)[NH:7][CH:6]=[CH:5]2.CN(C(ON1N=NC2C=CC=CC1=2)=[N+](C)C)C.[B-](F)(F)(F)F.C(N(CC)C(C)C)(C)C.[C:45]([C:49]1[CH:69]=[CH:68][C:52]([CH2:53][NH:54][CH2:55][CH2:56][C:57]2[CH:62]=[C:61]([C:63]([F:66])([F:65])[F:64])[CH:60]=[C:59]([F:67])[CH:58]=2)=[CH:51][CH:50]=1)([CH3:48])([CH3:47])[CH3:46], predict the reaction product. The product is: [C:45]([C:49]1[CH:50]=[CH:51][C:52]([CH2:53][N:54]([CH2:55][CH2:56][C:57]2[CH:62]=[C:61]([C:63]([F:66])([F:64])[F:65])[CH:60]=[C:59]([F:67])[CH:58]=2)[C:11]([C:9]2[CH:10]=[C:2]([Cl:1])[CH:3]=[C:4]3[C:8]=2[NH:7][CH:6]=[CH:5]3)=[O:13])=[CH:68][CH:69]=1)([CH3:48])([CH3:46])[CH3:47]. (4) Given the reactants [CH2:1]([Li])CCC.C(NC(C)C)(C)C.[CH3:13][O:14][C:15]1[CH:16]=[C:17]([CH2:23][C:24]([O:26][CH3:27])=[O:25])[CH:18]=[CH:19][C:20]=1[O:21][CH3:22].CI, predict the reaction product. The product is: [CH3:13][O:14][C:15]1[CH:16]=[C:17]([CH:23]([CH3:1])[C:24]([O:26][CH3:27])=[O:25])[CH:18]=[CH:19][C:20]=1[O:21][CH3:22]. (5) Given the reactants [CH2:1]([O:5][C:6]([C:8]1[C:9]([OH:19])=[C:10]2[C:17]([CH3:18])=[N:16][S:15][C:11]2=[C:12](Br)[N:13]=1)=[O:7])[CH2:2][CH2:3][CH3:4].C([Sn](CCCC)(CCCC)[C:25]1[CH:30]=[CH:29][CH:28]=[CH:27][N:26]=1)CCC, predict the reaction product. The product is: [CH2:1]([O:5][C:6]([C:8]1[C:9]([OH:19])=[C:10]2[C:17]([CH3:18])=[N:16][S:15][C:11]2=[C:12]([C:25]2[CH:30]=[CH:29][CH:28]=[CH:27][N:26]=2)[N:13]=1)=[O:7])[CH2:2][CH2:3][CH3:4]. (6) Given the reactants [F:1][C:2]1[CH:7]=[C:6]([F:8])[CH:5]=[C:4]([F:9])[C:3]=1[CH3:10].S(=O)(=O)(O)O.[N+:16]([O-])([OH:18])=[O:17], predict the reaction product. The product is: [F:1][C:2]1[CH:7]=[C:6]([F:8])[C:5]([N+:16]([O-:18])=[O:17])=[C:4]([F:9])[C:3]=1[CH3:10]. (7) Given the reactants Cl[C:2]1[C:7]([O:8][CH2:9][CH2:10][O:11][C:12]2[CH:17]=[CH:16][CH:15]=[CH:14][CH:13]=2)=[N:6][CH:5]=[CH:4][N:3]=1.[NH2:18][CH:19]1[CH2:23][CH2:22][NH:21][CH2:20]1, predict the reaction product. The product is: [NH2:18][CH:19]1[CH2:23][CH2:22][N:21]([C:2]2[C:7]([O:8][CH2:9][CH2:10][O:11][C:12]3[CH:17]=[CH:16][CH:15]=[CH:14][CH:13]=3)=[N:6][CH:5]=[CH:4][N:3]=2)[CH2:20]1. (8) Given the reactants [CH2:1]([O:3][C:4]([C:6]1[CH:15]=[C:14]([OH:16])[C:13]2[C:8](=[CH:9][C:10]([CH3:17])=[CH:11][CH:12]=2)[N:7]=1)=[O:5])[CH3:2].C(=O)([O-])[O-].[K+].[K+].[C:24]([O:28][C:29](=[O:32])[CH2:30]Br)([CH3:27])([CH3:26])[CH3:25], predict the reaction product. The product is: [CH2:1]([O:3][C:4]([C:6]1[CH:15]=[C:14]([O:16][CH2:30][C:29]([O:28][C:24]([CH3:27])([CH3:26])[CH3:25])=[O:32])[C:13]2[C:8](=[CH:9][C:10]([CH3:17])=[CH:11][CH:12]=2)[N:7]=1)=[O:5])[CH3:2].